Dataset: Full USPTO retrosynthesis dataset with 1.9M reactions from patents (1976-2016). Task: Predict the reactants needed to synthesize the given product. (1) Given the product [CH2:34]([S:31]([NH:4][C:5]([CH:7]1[CH2:12][CH2:11][N:10]([C:13]2[C:23]([C:24]#[N:25])=[CH:22][C:16]([C:17]([O:19][CH2:20][CH3:21])=[O:18])=[C:15]([O:26][CH2:27][CH:28]([F:29])[F:30])[N:14]=2)[CH2:9][CH2:8]1)=[O:6])(=[O:33])=[O:32])[C:35]1[CH:36]=[CH:37][CH:38]=[CH:39][CH:40]=1, predict the reactants needed to synthesize it. The reactants are: C([N:4]([S:31]([CH2:34][C:35]1[CH:40]=[CH:39][CH:38]=[CH:37][CH:36]=1)(=[O:33])=[O:32])[C:5]([CH:7]1[CH2:12][CH2:11][N:10]([C:13]2[C:23]([C:24]#[N:25])=[CH:22][C:16]([C:17]([O:19][CH2:20][CH3:21])=[O:18])=[C:15]([O:26][CH2:27][CH:28]([F:30])[F:29])[N:14]=2)[CH2:9][CH2:8]1)=[O:6])C=C.C1(C)C=CC(S([O-])=O)=CC=1.[Na+]. (2) Given the product [C:16]([O:22][N:23]=[C:10]([CH:9]1[C:8](=[O:13])[N:7]([CH3:14])[N:6]=[C:5]1[C:1]([CH3:4])([CH3:3])[CH3:2])[CH3:11])([CH3:24])([CH3:21])[CH3:17], predict the reactants needed to synthesize it. The reactants are: [C:1]([C:5]1[C:9]([C:10](=O)[CH3:11])=[C:8]([OH:13])[N:7]([CH3:14])[N:6]=1)([CH3:4])([CH3:3])[CH3:2].Cl.[C:16]1([O:22][NH2:23])[CH:21]=CC=C[CH:17]=1.[C:24](=O)(O)[O-].[Na+]. (3) Given the product [C:1]([O:5][C:6]([C:8]1[C:9]([CH3:49])=[C:10]2[C:14](=[CH:15][CH:16]=1)[C@@H:13]([NH:17][C:18]([C:20]1[N:25]3[N:26]=[CH:27][C:28]([NH2:29])=[C:24]3[N:23]=[C:22]([C:37](=[O:48])[NH:38][CH2:39][C:40]3[CH:45]=[CH:44][C:43]([F:46])=[C:42]([F:47])[CH:41]=3)[CH:21]=1)=[O:19])[CH2:12][CH2:11]2)=[O:7])([CH3:4])([CH3:3])[CH3:2], predict the reactants needed to synthesize it. The reactants are: [C:1]([O:5][C:6]([C:8]1[C:9]([CH3:49])=[C:10]2[C:14](=[CH:15][CH:16]=1)[C@@H:13]([NH:17][C:18]([C:20]1[N:25]3[N:26]=[CH:27][C:28]([NH:29]C(OC(C)(C)C)=O)=[C:24]3[N:23]=[C:22]([C:37](=[O:48])[NH:38][CH2:39][C:40]3[CH:45]=[CH:44][C:43]([F:46])=[C:42]([F:47])[CH:41]=3)[CH:21]=1)=[O:19])[CH2:12][CH2:11]2)=[O:7])([CH3:4])([CH3:3])[CH3:2].C(=O)(O)[O-].[Na+].CCOC(C)=O. (4) Given the product [Cl:10][C:11]1[CH:12]=[CH:13][C:14]([NH:19][C:18]([C:20]2[C:29]3[C:24](=[CH:25][CH:26]=[CH:27][CH:28]=3)[CH:23]=[CH:22][CH:21]=2)=[O:17])=[C:15]([C:16]([N:35]2[CH2:36][CH2:37][CH2:38][CH:33]([OH:32])[CH2:34]2)=[O:30])[CH:31]=1, predict the reactants needed to synthesize it. The reactants are: C(N(C(C)C)CC)(C)C.[Cl:10][C:11]1[CH:12]=[CH:13][C:14]2[N:19]=[C:18]([C:20]3[C:29]4[C:24](=[CH:25][CH:26]=[CH:27][CH:28]=4)[CH:23]=[CH:22][CH:21]=3)[O:17][C:16](=[O:30])[C:15]=2[CH:31]=1.[OH:32][CH:33]1[CH2:38][CH2:37][CH2:36][NH:35][CH2:34]1. (5) Given the product [F:12][C:9]1[CH:10]=[CH:11][C:6]([C:4](=[O:5])[CH2:3][CH2:2][O:16][C:13](=[O:15])[CH3:14])=[CH:7][CH:8]=1, predict the reactants needed to synthesize it. The reactants are: Cl[CH2:2][CH2:3][C:4]([C:6]1[CH:11]=[CH:10][C:9]([F:12])=[CH:8][CH:7]=1)=[O:5].[C:13]([O-:16])(=[O:15])[CH3:14].[Na+].[I-].[K+].C(=O)([O-])[O-].[Na+].[Na+]. (6) Given the product [CH2:24]=[CH:56][CH2:55][N:50]1[C@@H:51]2[CH2:1][C:2]3[CH:3]=[CH:4][C:5]([OH:20])=[C:6]4[O:8][C@H:9]5[C:14]([CH2:15][CH2:16][C@:52]2([OH:54])[C@:10]5([C:11]=34)[CH2:39][CH2:49]1)=[O:19], predict the reactants needed to synthesize it. The reactants are: [CH2:1](O)[C@H:2]1O[C@H:6]([O:8][C@@H:9]([C@H:14]([OH:19])[C@@H:15](O)[CH2:16]O)[C@H:10](O)[CH2:11]O)[C@H:5]([OH:20])[C@@H:4](O)[C@@H:3]1O.[C:24](O)(=O)CC(CC(O)=O)(C(O)=O)O.[Na+].[Na+].[CH2:39]([CH2:49][N:50]([CH2:55][C:56]([O-])=O)[CH2:51][C:52]([OH:54])=O)N(CC(O)=O)CC([O-])=O.C(Cl)C(OC(N)=O)CCl.C(OCC(CO)O)(=O)CCCCCCC/C=C\CCCCCCCC.